Dataset: Reaction yield outcomes from USPTO patents with 853,638 reactions. Task: Predict the reaction yield, written as a fraction of the theoretical maximum amount of product (1.0 means a 100% yield; for example, 0.34 means a 34% yield). (1) The reactants are [NH2:1][C:2]1[CH:7]=[CH:6][C:5]([I:8])=[CH:4][N:3]=1.C([O:11][CH:12]=[C:13]([C:19](OCC)=O)[C:14]([O:16][CH2:17][CH3:18])=[O:15])C.C1(OC2C=CC=CC=2)C=CC=CC=1. No catalyst specified. The product is [I:8][C:5]1[CH:6]=[CH:7][C:2]2[N:3]([CH:4]=1)[C:12](=[O:11])[C:13]([C:14]([O:16][CH2:17][CH3:18])=[O:15])=[CH:19][N:1]=2. The yield is 0.320. (2) The reactants are [Cl:1][C:2]1[C:3]([NH:18][C:19]2[CH:27]=[C:26]([F:28])[CH:25]=[CH:24][C:20]=2[C:21](O)=[O:22])=[CH:4][C:5]([NH:8][C:9]2[N:13]([CH:14]([CH3:16])[CH3:15])[N:12]=[C:11]([CH3:17])[CH:10]=2)=[N:6][CH:7]=1.C1C=CC2[N:37]([OH:38])N=NC=2C=1.[CH2:39](Cl)CCl.CCN(C(C)C)C(C)C. The catalyst is CN(C)C=O.C(O)(=O)C.O. The yield is 0.355. The product is [Cl:1][C:2]1[C:3]([NH:18][C:19]2[CH:27]=[C:26]([F:28])[CH:25]=[CH:24][C:20]=2[C:21]([NH:37][O:38][CH3:39])=[O:22])=[CH:4][C:5]([NH:8][C:9]2[N:13]([CH:14]([CH3:15])[CH3:16])[N:12]=[C:11]([CH3:17])[CH:10]=2)=[N:6][CH:7]=1. (3) The reactants are Br[C:2]1[S:6][C:5]([N:7]([CH3:18])[CH:8]2[CH2:13][C:12]([CH3:15])([CH3:14])[NH:11][C:10]([CH3:17])([CH3:16])[CH2:9]2)=[N:4][N:3]=1.[CH3:19][O:20][C:21]1[CH:30]=[C:29]2[C:24]([CH:25]=[CH:26][CH:27]=[N:28]2)=[CH:23][C:22]=1B(O)O.C(=O)([O-])[O-].[Na+].[Na+].Cl.O1CCOCC1. The catalyst is O.C1C=CC([P]([Pd]([P](C2C=CC=CC=2)(C2C=CC=CC=2)C2C=CC=CC=2)([P](C2C=CC=CC=2)(C2C=CC=CC=2)C2C=CC=CC=2)[P](C2C=CC=CC=2)(C2C=CC=CC=2)C2C=CC=CC=2)(C2C=CC=CC=2)C2C=CC=CC=2)=CC=1.C(COC)OC.O. The product is [CH3:19][O:20][C:21]1[CH:30]=[C:29]2[C:24]([CH:25]=[CH:26][CH:27]=[N:28]2)=[CH:23][C:22]=1[C:2]1[S:6][C:5]([N:7]([CH3:18])[CH:8]2[CH2:13][C:12]([CH3:15])([CH3:14])[NH:11][C:10]([CH3:17])([CH3:16])[CH2:9]2)=[N:4][N:3]=1. The yield is 0.840. (4) The reactants are Br[C:2]1[CH:7]=[CH:6][C:5](/[N:8]=N/N2CCCC2)=[CH:4][CH:3]=1.[Li]C(CC)C.[CH3:20][C:21]([CH3:23])=[O:22]. The catalyst is CCOCC. The product is [NH2:8][C:5]1[CH:4]=[CH:3][C:2]([C:21]([OH:22])([CH3:23])[CH3:20])=[CH:7][CH:6]=1. The yield is 0.559. (5) The reactants are [CH:1]([N-]C(C)C)(C)C.[Li+].[CH3:9][C:10]1[C:18]2[C:13](=[N:14][CH:15]=[CH:16][CH:17]=2)[N:12]([S:19]([C:22]2[CH:27]=[CH:26][CH:25]=[CH:24][CH:23]=2)(=[O:21])=[O:20])[CH:11]=1.CI.O. The catalyst is C1COCC1.ClCCl. The product is [CH3:1][C:11]1[N:12]([S:19]([C:22]2[CH:27]=[CH:26][CH:25]=[CH:24][CH:23]=2)(=[O:20])=[O:21])[C:13]2=[N:14][CH:15]=[CH:16][CH:17]=[C:18]2[C:10]=1[CH3:9]. The yield is 0.990.